From a dataset of Peptide-MHC class I binding affinity with 185,985 pairs from IEDB/IMGT. Regression. Given a peptide amino acid sequence and an MHC pseudo amino acid sequence, predict their binding affinity value. This is MHC class I binding data. (1) The peptide sequence is AQIDNYNKF. The MHC is Mamu-B01 with pseudo-sequence Mamu-B01. The binding affinity (normalized) is 0.347. (2) The peptide sequence is MFINDVHAL. The MHC is HLA-A11:01 with pseudo-sequence HLA-A11:01. The binding affinity (normalized) is 0.0847. (3) The peptide sequence is MHINVELSL. The MHC is Mamu-A07 with pseudo-sequence Mamu-A07. The binding affinity (normalized) is 0.692.